Dataset: Rat liver microsome stability data. Task: Regression/Classification. Given a drug SMILES string, predict its absorption, distribution, metabolism, or excretion properties. Task type varies by dataset: regression for continuous measurements (e.g., permeability, clearance, half-life) or binary classification for categorical outcomes (e.g., BBB penetration, CYP inhibition). Dataset: rlm. (1) The drug is CC(C)c1ccccc1N1CCC(C(=O)Nc2ccc3c(c2)NC(=O)CO3)CC1. The result is 1 (stable in rat liver microsomes). (2) The molecule is CC(C)(C)c1ccc(SC2=NS(=O)(=O)c3ccccc32)cc1. The result is 1 (stable in rat liver microsomes). (3) The compound is O=C1CN(C(=O)CCC(=O)N2CCc3c(nc4cc(-c5ccccc5)nn4c3O)C2)c2ccccc2N1. The result is 0 (unstable in rat liver microsomes). (4) The molecule is c1cc(-c2cc(-c3ccncc3)c3cncn3c2)c2[nH]ncc2c1. The result is 1 (stable in rat liver microsomes). (5) The compound is O=C(O)c1ccc(O)c2ncc(N3CCCN(CCc4cccc5ccccc45)CC3)cc12. The result is 0 (unstable in rat liver microsomes). (6) The molecule is Cc1c([C@@H](C)C2NC[C@H](C)C[C@@H]2O)ccc2c1C[C@@H]1[C@H]2CC=C2C[C@@H](O)CC[C@@]21C. The result is 0 (unstable in rat liver microsomes). (7) The drug is Fc1ccc(N2CCN(CCCc3c[nH]c4ccc(F)cc34)CC2)c(-c2cccnc2)c1. The result is 1 (stable in rat liver microsomes). (8) The drug is COC(=O)Nc1ccc2c(c1)NC(=O)[C@H](C)CCC[C@H](N1CC[C@H](c3c(F)ccc(Cl)c3F)OC1=O)c1cncc-2c1. The result is 1 (stable in rat liver microsomes).